Dataset: Experimentally validated miRNA-target interactions with 360,000+ pairs, plus equal number of negative samples. Task: Binary Classification. Given a miRNA mature sequence and a target amino acid sequence, predict their likelihood of interaction. (1) The miRNA is mmu-miR-374c-5p with sequence AUAAUACAACCUGCUAAGUG. The protein sequence of the target gene is MVMSQGTYTFLTCFAGFWLIWGLIVLLCCFCSFLRRRLKRRQEERLREQNLRALELEPLELEGSLAGSPPGLAPPQPPPHRSRLEAPAHAHSHPHVHVHPLLHHGPAQPHAHAHPHPHHHALPHPPPTHLSVPPRPWSYPRQAESDMSKPPCYEEAVLMAEPPPPYSEVLTDTRGLYRKIVTPFLSRRDSAEKQEQPPPSYKPLFLDRGYTSALHLPSAPRPAPPCPALCLQADRGRRVFPSWTDSELSSREPLEHGAWRLPVSIPLFGRTTAV. Result: 0 (no interaction). (2) The protein sequence of the target gene is MARRHCFSYWLLVCWLVVTVAEGQEEVFTPPGDSQNNADATDCQIFTLTPPPAPRSPVTRAQPITKTPRCPFHFFPRRPRIHFRFPNRPFVPSRCNHRFPFQPFYWPHRYLTYRYFPRRRLQRGSSSEES. The miRNA is hsa-miR-6516-3p with sequence AUCAUGUAUGAUACUGCAAACA. Result: 1 (interaction). (3) The miRNA is hsa-miR-6751-3p with sequence ACUGAGCCUCUCUCUCUCCAG. The protein sequence of the target gene is MHKHQHCCKCPECYEVTRLAALRRLEPPGYGDWQVPDPYGPSGGNGASSGYGGYSSQTLPSQAGATPTPRTKAKLIPTGRDVGPVPPKPVPGKSTPKLNGSGPGWWPECTCTNRDWYEQASPAPLLVNPEALEPSLSVNGSDGMFKYEEIVLERGNSGLGFSIAGGIDNPHVPDDPGIFITKIIPGGAAAMDGRLGVNDCVLRVNEVDVSEVVHSRAVEALKEAGPVVRLVVRRRQPPPETIMEVNLLKGPKGLGFSIAGGIGNQHIPGDNSIYITKIIEGGAAQKDGRLQIGDRLLAVN.... Result: 0 (no interaction). (4) The miRNA is hsa-miR-454-3p with sequence UAGUGCAAUAUUGCUUAUAGGGU. The protein sequence of the target gene is MTAVNVALIRDTKWLTLEVCREFQRGTCSRADADCKFAHPPRVCHVENGRVVACFDSLKGRCTRENCKYLHPPPHLKTQLEINGRNNLIQQKTAAAMFAQQMQLMLQNAQMSSLGSFPMTPSIPANPPMAFNPYIPHPGMGLVPAELVPNTPVLIPGNPPLAMPGAVGPKLMRSDKLEVCREFQRGNCTRGENDCRYAHPTDASMIEASDNTVTICMDYIKGRCSREKCKYFHPPAHLQARLKAAHHQMNHSAASAMALQPGTLQLIPKRSALEKPNGATPVFNPTVFHCQQALTNLQLP.... Result: 1 (interaction). (5) The miRNA is hsa-miR-455-5p with sequence UAUGUGCCUUUGGACUACAUCG. The protein sequence of the target gene is MDFSKLPKILDEDKESTFGYVHGVSGPVVTACDMAGAAMYELVRVGHSELVGEIIRLEGDMATIQVYEETSGVSVGDPVLRTGKPLSVELGPGIMGAIFDGIQRPLSDISSQTQSIYIPRGVNVSALSRDVKWEFTPSKNLRVGSHITGGDIYGIVNENSLIKHRIMLPPRNRGTVTYIAPPGNYDTSDVVLELEFEGVKEKFSMVQVWPVRQVRPVTEKLPANHPLLTGQRVLDALFPCVQGGTTAIPGAFGCGKTVISQSLSKYSNSDVIIYVGCGERVNEMSEVLRDFPELTMEVDG.... Result: 0 (no interaction). (6) The miRNA is dme-miR-310-3p with sequence UAUUGCACACUUCCCGGCCUUU. The protein sequence of the target gene is MAGLQRLASHLPVGVMLPHNTTEAPGPHSAKQDSYEQGDSSQQSLKGHLRNNFQKQLLSNKELILDKVYTHPKWNTQTKARSYSYPHCTGISQQDPESDSQGQGNGLFYSSGPQSWYPKANNQDFIPFTKKRVGVDRAFPLKPMVHRKSCSTGEAGTDGDHNVYPRPPEPREFSSRNFGVRNQGNFSVVGTVLAATQAEKAVANFDRTEWVQIRRLEAAGESLEEEIRRKQILLRGKLKKTEEELRRIQTQKEQAKENENGELQKIILPRSRVKGNKSNTMYKPIFSPEFEFEEEFSRDR.... Result: 0 (no interaction). (7) The miRNA is hsa-miR-519a-5p with sequence CUCUAGAGGGAAGCGCUUUCUG. The protein sequence of the target gene is MADVSVDQSKLPGVKEVCRDFAVLEDHTLAHSLQEQEIEHHLASNIQRNRLVQHDLQVAKQLQEEDLKAQAQLQKRYKALEQHDCEIAQEIQEKLTIEAERRRIQEKKDEDIARLLQEKELQEEKRRKKHTPEFSGGSVFGDNYYHEDGGMKPRGIKEAVSTPARASHRDQEWYDAEIARKLQEEELLATHVDMRAAQVAQDEEIARLLMAEEKKAYKKAKEREKSSLDKRKHDPECKLKAKSAHSKSKEGDEAHRSKIDRPSRPPPPTMMGLEDTDPTHFTNQHSTTWHLPKSESSQKG.... Result: 0 (no interaction). (8) The miRNA is hsa-miR-548ap-3p with sequence AAAAACCACAAUUACUUUU. The protein sequence of the target gene is MESNYSIHLNGSEVVVYDSTISRVLWILSMVVVSITFFLGVLGNGLVIWVAGFRMPHTVTTIWYLNLALADFSFTATLPFLLVEMAMKEKWPFGWFLCKLVHIVVDVNLFGSVFLIALIALDRCICVLHPVWAQNHRTVSLARKVVVGPWIFALILTLPIFIFLTTVRIPGGDVYCTFNFGSWAQTDEEKLNTAITFVTTRGIIRFLIGFSMPMSIVAVCYGLIAVKINRRNLVNSSRPLRVLTAVVASFFICWFPFQLVALLGTVWFKETLLSGSYKILDMFVNPTSSLAYFNSCLNPM.... Result: 0 (no interaction). (9) The protein sequence of the target gene is MEAPEGGGGGPAARGPEGQPAPEARVHFRVARFIMEAGVKLGMRSIPIATACTIYHKFFCETNLDAYDPYLIAMSSIYLAGKVEEQHLRTRDIINVSNRYFNPSGEPLELDSRFWELRDSIVQCELLMLRVLRFQVSFQHPHKYLLHYLVSLQNWLNRHSWQRTPVAVTAWALLRDSYHGALCLRFQAQHIAVAVLYLALQVYGVEVPAEVEAEKPWWQVFNDDLTKPIIDNIVSDLIQIYTMDTEIP. The miRNA is hsa-miR-1913 with sequence UCUGCCCCCUCCGCUGCUGCCA. Result: 1 (interaction). (10) The protein sequence of the target gene is MVRIQRRKLLASCLCVTATVFLLVTLQVMVELGKFERKEFKSSSLQDGHTKMEEAPTHLNSFLKKEGLTFNRKRKWELDSYPIMLWWSPLTGETGRLGQCGADACFFTINRTYLHHHMTKAFLFYGTDFNIDSLPLPRKAHHDWAVFHEESPKNNYKLFHKPVITLFNYTATFSRHSHLPLTTQYLESIEVLKSLRYLVPLQSKNKLRKRLAPLVYVQSDCDPPSDRDSYVRELMTYIEVDSYGECLRNKDLPQQLKNPASMDADGFYRIIAQYKFILAFENAVCDDYITEKFWRPLKLG.... Result: 0 (no interaction). The miRNA is hsa-miR-6508-5p with sequence UCUAGAAAUGCAUGACCCACC.